This data is from Catalyst prediction with 721,799 reactions and 888 catalyst types from USPTO. The task is: Predict which catalyst facilitates the given reaction. (1) Reactant: [OH:1][C:2]1[CH:11]=[CH:10][C:5]([C:6]([O:8][CH3:9])=[O:7])=[CH:4][C:3]=1[O:12][CH3:13].Br[CH2:15][CH2:16][CH2:17][Cl:18].C(=O)([O-])[O-].[K+].[K+].[Cl-].[K+]. Product: [Cl:18][CH2:17][CH2:16][CH2:15][O:1][C:2]1[CH:11]=[CH:10][C:5]([C:6]([O:8][CH3:9])=[O:7])=[CH:4][C:3]=1[O:12][CH3:13]. The catalyst class is: 21. (2) Reactant: [CH:1]1[C:13]2[NH:12][C:11]3[C:6](=[CH:7][CH:8]=[CH:9][CH:10]=3)[C:5]=2[CH:4]=[C:3]([C:14]([O:16][CH2:17][CH3:18])=[O:15])[N:2]=1.[H-].[Na+].[Cl:21][C:22]1[C:23]([F:31])=[C:24]([C:27]([F:30])=[CH:28][CH:29]=1)[CH2:25]Br.O. Product: [Cl:21][C:22]1[C:23]([F:31])=[C:24]([C:27]([F:30])=[CH:28][CH:29]=1)[CH2:25][N:12]1[C:13]2[CH:1]=[N:2][C:3]([C:14]([O:16][CH2:17][CH3:18])=[O:15])=[CH:4][C:5]=2[C:6]2[C:11]1=[CH:10][CH:9]=[CH:8][CH:7]=2. The catalyst class is: 3. (3) The catalyst class is: 5. Product: [Cl:1][C:2]1[CH:7]=[CH:6][C:5]([C@@:8]2([OH:33])[CH2:13][CH2:12][N:11]([C:14](=[O:30])[C@H:15]([NH:19][C:20]3[S:21][CH:22]=[C:23]([C:25]([OH:27])=[O:26])[N:24]=3)[CH:16]([CH3:18])[CH3:17])[CH2:10][C:9]2([CH3:31])[CH3:32])=[CH:4][CH:3]=1. Reactant: [Cl:1][C:2]1[CH:7]=[CH:6][C:5]([C@@:8]2([OH:33])[CH2:13][CH2:12][N:11]([C:14](=[O:30])[C@H:15]([NH:19][C:20]3[S:21][CH:22]=[C:23]([C:25]([O:27]CC)=[O:26])[N:24]=3)[CH:16]([CH3:18])[CH3:17])[CH2:10][C:9]2([CH3:32])[CH3:31])=[CH:4][CH:3]=1.C1COCC1.[OH-].[Na+].